From a dataset of Catalyst prediction with 721,799 reactions and 888 catalyst types from USPTO. Predict which catalyst facilitates the given reaction. (1) Reactant: [Cl:1][C:2]1[C:11]2[C:6](=[CH:7][CH:8]=[CH:9][CH:10]=2)[C:5]([O:12][CH2:13][CH2:14][CH2:15][C:16]2[C:24]3[C:19](=[C:20]([C:25]4[CH:30]=[CH:29][CH:28]=[CH:27][C:26]=4[O:31][CH3:32])[CH:21]=[CH:22][CH:23]=3)[NH:18][C:17]=2[C:33]([O:35]CC)=[O:34])=[CH:4][CH:3]=1.O[Li].O.Cl. Product: [Cl:1][C:2]1[C:11]2[C:6](=[CH:7][CH:8]=[CH:9][CH:10]=2)[C:5]([O:12][CH2:13][CH2:14][CH2:15][C:16]2[C:24]3[C:19](=[C:20]([C:25]4[CH:30]=[CH:29][CH:28]=[CH:27][C:26]=4[O:31][CH3:32])[CH:21]=[CH:22][CH:23]=3)[NH:18][C:17]=2[C:33]([OH:35])=[O:34])=[CH:4][CH:3]=1. The catalyst class is: 87. (2) Reactant: [NH2:1][C:2]1[CH:3]=[N:4][CH:5]=[CH:6][C:7]=1[C@H:8]1[O:13][C@H:12]([CH2:14][CH2:15][C:16]([O:18][CH2:19][CH3:20])=[O:17])[C@@H:11]([O:21][Si:22]([CH:29]([CH3:31])[CH3:30])([CH:26]([CH3:28])[CH3:27])[CH:23]([CH3:25])[CH3:24])[C@H:10]([O:32][Si:33]([CH:40]([CH3:42])[CH3:41])([CH:37]([CH3:39])[CH3:38])[CH:34]([CH3:36])[CH3:35])[CH2:9]1.[CH3:43][C:44]([O:47][C:48](O[C:48]([O:47][C:44]([CH3:46])([CH3:45])[CH3:43])=[O:49])=[O:49])([CH3:46])[CH3:45]. Product: [C:44]([O:47][C:48]([N:1]([C:48]([O:47][C:44]([CH3:46])([CH3:45])[CH3:43])=[O:49])[C:2]1[CH:3]=[N:4][CH:5]=[CH:6][C:7]=1[C@H:8]1[O:13][C@H:12]([CH2:14][CH2:15][C:16]([O:18][CH2:19][CH3:20])=[O:17])[C@@H:11]([O:21][Si:22]([CH:26]([CH3:27])[CH3:28])([CH:23]([CH3:24])[CH3:25])[CH:29]([CH3:31])[CH3:30])[C@H:10]([O:32][Si:33]([CH:34]([CH3:36])[CH3:35])([CH:37]([CH3:39])[CH3:38])[CH:40]([CH3:41])[CH3:42])[CH2:9]1)=[O:49])([CH3:46])([CH3:45])[CH3:43]. The catalyst class is: 64. (3) Reactant: Cl.[CH3:2][O:3][C:4]1[C:9]2[N:10]=[C:11]([C:13]3[NH:22][C:16]4[CH2:17][CH2:18][NH:19][CH2:20][CH2:21][C:15]=4[N:14]=3)[S:12][C:8]=2[C:7]([N:23]2[CH2:28][CH2:27][O:26][CH2:25][CH2:24]2)=[CH:6][CH:5]=1.C(N(C(C)C)C(C)C)C.[C:38](Cl)(=[O:43])[C:39]([CH3:42])([CH3:41])[CH3:40]. Product: [CH3:2][O:3][C:4]1[C:9]2[N:10]=[C:11]([C:13]3[NH:22][C:16]4[CH2:17][CH2:18][N:19]([C:38](=[O:43])[C:39]([CH3:42])([CH3:41])[CH3:40])[CH2:20][CH2:21][C:15]=4[N:14]=3)[S:12][C:8]=2[C:7]([N:23]2[CH2:24][CH2:25][O:26][CH2:27][CH2:28]2)=[CH:6][CH:5]=1. The catalyst class is: 7. (4) Reactant: [C:1]([O:5][C:6]([N:8]1[CH2:13][CH2:12][CH:11]([OH:14])[CH2:10][CH2:9]1)=[O:7])([CH3:4])([CH3:3])[CH3:2].[CH3:15][C:16]1[CH:21]=[C:20]([N+:22]([O-:24])=[O:23])[CH:19]=[C:18]([CH3:25])[C:17]=1O.C1(P(C2C=CC=CC=2)C2C=CC=CC=2)C=CC=CC=1.N(C(OCC)=O)=NC(OCC)=O. Product: [C:1]([O:5][C:6]([N:8]1[CH2:13][CH2:12][CH:11]([O:14][C:17]2[C:18]([CH3:25])=[CH:19][C:20]([N+:22]([O-:24])=[O:23])=[CH:21][C:16]=2[CH3:15])[CH2:10][CH2:9]1)=[O:7])([CH3:4])([CH3:2])[CH3:3]. The catalyst class is: 4. (5) Reactant: [CH3:1][O:2][CH2:3][CH2:4][CH2:5][C:6]1[CH:7]=[C:8]([CH3:15])[C:9]([CH3:14])=[C:10]([CH2:12][OH:13])[CH:11]=1.C(N(CC)CC)C.[CH3:23][S:24](Cl)(=[O:26])=[O:25]. Product: [CH3:23][S:24]([O:13][CH2:12][C:10]1[CH:11]=[C:6]([CH2:5][CH2:4][CH2:3][O:2][CH3:1])[CH:7]=[C:8]([CH3:15])[C:9]=1[CH3:14])(=[O:26])=[O:25]. The catalyst class is: 4. (6) Reactant: [N:1]1[CH:6]=[CH:5][C:4]([CH2:7][NH2:8])=[CH:3][CH:2]=1.Cl[C:10]([O:12][C:13]1[CH:18]=[CH:17][C:16]([N+:19]([O-:21])=[O:20])=[CH:15][CH:14]=1)=[O:11]. Product: [N:1]1[CH:6]=[CH:5][C:4]([CH2:7][NH:8][C:10](=[O:11])[O:12][C:13]2[CH:14]=[CH:15][C:16]([N+:19]([O-:21])=[O:20])=[CH:17][CH:18]=2)=[CH:3][CH:2]=1. The catalyst class is: 4. (7) Reactant: [CH3:1][C:2]1[CH:7]=[CH:6][N:5]=[CH:4][C:3]=1[N:8]1[CH2:12][CH2:11][NH:10][C:9]1=[O:13].[CH3:14][O:15][C:16](=[O:24])[C:17]1[CH:22]=[CH:21][C:20](Br)=[CH:19][CH:18]=1.N[C@@H]1CCCC[C@H]1N.C(=O)([O-])[O-].[K+].[K+]. Product: [CH3:14][O:15][C:16](=[O:24])[C:17]1[CH:22]=[CH:21][C:20]([N:10]2[CH2:11][CH2:12][N:8]([C:3]3[CH:4]=[N:5][CH:6]=[CH:7][C:2]=3[CH3:1])[C:9]2=[O:13])=[CH:19][CH:18]=1. The catalyst class is: 246.